This data is from Catalyst prediction with 721,799 reactions and 888 catalyst types from USPTO. The task is: Predict which catalyst facilitates the given reaction. (1) Reactant: C([O:3][C:4](=[O:20])[C:5]([C:13]1[CH:18]=[CH:17][C:16]([Br:19])=[CH:15][CH:14]=1)=[CH:6][CH:7]1[CH2:12][CH2:11][CH2:10][CH2:9][CH2:8]1)C.C[O-].[Na+].O.[OH-].[Na+]. Product: [Br:19][C:16]1[CH:15]=[CH:14][C:13](/[C:5](=[CH:6]\[CH:7]2[CH2:12][CH2:11][CH2:10][CH2:9][CH2:8]2)/[C:4]([OH:20])=[O:3])=[CH:18][CH:17]=1. The catalyst class is: 5. (2) Reactant: [CH2:1]([N:3]1[C:7]2[NH:8][CH:9]([CH3:24])[CH2:10][S:11][CH:12]([C:13]3[CH:18]=[CH:17][C:16]([C:19]#[C:20][CH2:21][OH:22])=[CH:15][C:14]=3[CH3:23])[C:6]=2[C:5]([C:25]2[CH:30]=[CH:29][CH:28]=[CH:27][N:26]=2)=[N:4]1)[CH3:2].CO. Product: [CH2:1]([N:3]1[C:7]2[NH:8][CH:9]([CH3:24])[CH2:10][S:11][CH:12]([C:13]3[CH:18]=[CH:17][C:16]([CH2:19][CH2:20][CH2:21][OH:22])=[CH:15][C:14]=3[CH3:23])[C:6]=2[C:5]([C:25]2[CH:30]=[CH:29][CH:28]=[CH:27][N:26]=2)=[N:4]1)[CH3:2]. The catalyst class is: 354. (3) Reactant: [Br:1][C:2]1[CH:3]=[CH:4][C:5](I)=[C:6]([CH:16]=1)[CH2:7][O:8][Si](C(C)(C)C)(C)C.C([Mg]Cl)(C)C.[CH:23]1[N:24]=[CH:25][N:26]2[CH2:31][CH2:30][CH2:29][C:28](=[O:32])[C:27]=12.Cl. Product: [Br:1][C:2]1[CH:3]=[CH:4][C:5]([C:28]2([OH:32])[CH2:29][CH2:30][CH2:31][N:26]3[CH:25]=[N:24][CH:23]=[C:27]23)=[C:6]([CH2:7][OH:8])[CH:16]=1. The catalyst class is: 217. (4) Reactant: [C:1]([O:5][N:6]=[C:7]1[C:16]2[C:11](=[CH:12][C:13]([C:17]#[C:18][CH2:19]O)=[CH:14][CH:15]=2)[O:10][C:9]([C:21]2[N:22]=[CH:23][C:24]3[C:29]([CH:30]=2)=[CH:28][CH:27]=[CH:26][CH:25]=3)=[CH:8]1)([CH3:4])([CH3:3])[CH3:2].C(N(CC)CC)C.CS(Cl)(=O)=O.[Cl-].[NH4+].C(=O)([O-])[O-].[K+].[K+].[CH3:51][N:52]1[CH2:57][CH2:56][NH:55][CH2:54][CH2:53]1. Product: [C:1]([O:5][N:6]=[C:7]1[C:16]2[C:11](=[CH:12][C:13]([C:17]#[C:18][CH2:19][N:55]3[CH2:56][CH2:57][N:52]([CH3:51])[CH2:53][CH2:54]3)=[CH:14][CH:15]=2)[O:10][C:9]([C:21]2[N:22]=[CH:23][C:24]3[C:29]([CH:30]=2)=[CH:28][CH:27]=[CH:26][CH:25]=3)=[CH:8]1)([CH3:3])([CH3:4])[CH3:2]. The catalyst class is: 4. (5) Reactant: C(=O)([O-])[O-].[K+].[K+].Cl[C:8]1[CH:13]=[C:12]([Cl:14])[N:11]=[CH:10][N:9]=1.[NH2:15][C:16]1[C:21]([N+:22]([O-:24])=[O:23])=[CH:20][C:19]([OH:25])=[CH:18][C:17]=1[CH3:26]. Product: [Cl:14][C:12]1[N:11]=[CH:10][N:9]=[C:8]([O:25][C:19]2[CH:20]=[C:21]([N+:22]([O-:24])=[O:23])[C:16]([NH2:15])=[C:17]([CH3:26])[CH:18]=2)[CH:13]=1. The catalyst class is: 3. (6) The catalyst class is: 21. Reactant: [CH3:1][O:2][C:3](=[O:23])[CH2:4][C:5]1[CH:10]=[CH:9][CH:8]=[CH:7][C:6]=1[NH:11][S:12]([C:15]1[CH:20]=[CH:19][C:18]([Cl:21])=[C:17]([Cl:22])[CH:16]=1)(=[O:14])=[O:13].CI.[C:26]([O-])([O-])=O.[K+].[K+]. Product: [CH3:1][O:2][C:3](=[O:23])[CH2:4][C:5]1[CH:10]=[CH:9][CH:8]=[CH:7][C:6]=1[N:11]([CH3:26])[S:12]([C:15]1[CH:20]=[CH:19][C:18]([Cl:21])=[C:17]([Cl:22])[CH:16]=1)(=[O:14])=[O:13]. (7) Reactant: [CH3:1][C:2]1[N:7]=[CH:6][C:5]([CH:8]=O)=[CH:4][N:3]=1.Cl.[NH2:11][OH:12].C(=O)([O-])[O-].[Na+].[Na+]. Product: [CH3:1][C:2]1[N:7]=[CH:6][C:5]([CH:8]=[N:11][OH:12])=[CH:4][N:3]=1. The catalyst class is: 5. (8) Reactant: [F:1][C:2]([F:25])([F:24])[C:3]1[CH:4]=[C:5]([CH2:9][CH:10]([C:14]2[CH:19]=[CH:18][C:17]([C:20]([F:23])([F:22])[F:21])=[CH:16][CH:15]=2)[C:11]([OH:13])=[O:12])[CH:6]=[CH:7][CH:8]=1.C1N=CN(C(N2C=NC=C2)=O)C=1.CCOC(C)=O.[C:44]([NH:47][CH2:48][CH2:49]O)(=[O:46])[CH3:45]. Product: [C:44]([NH:47][CH2:48][CH2:49][O:12][C:11](=[O:13])[CH:10]([C:14]1[CH:19]=[CH:18][C:17]([C:20]([F:22])([F:23])[F:21])=[CH:16][CH:15]=1)[CH2:9][C:5]1[CH:6]=[CH:7][CH:8]=[C:3]([C:2]([F:24])([F:25])[F:1])[CH:4]=1)(=[O:46])[CH3:45]. The catalyst class is: 1. (9) Reactant: [NH2:1][C:2]1[C:3]([C:7](Cl)=[N:8][OH:9])=[N:4][O:5][N:6]=1.[CH3:11][O:12][CH2:13][CH2:14][NH2:15].C(N(CC)CC)C. Product: [NH2:1][C:2]1[C:3]([C:7](=[N:8][OH:9])[NH:15][CH2:14][CH2:13][O:12][CH3:11])=[N:4][O:5][N:6]=1. The catalyst class is: 13. (10) Reactant: [CH3:1][CH:2]([O:4][C:5]1[CH:6]=[C:7]([O:11][C:12]2[CH:17]=[CH:16][C:15]([N+:18]([O-])=O)=[CH:14][N:13]=2)[CH:8]=[CH:9][CH:10]=1)[CH3:3]. Product: [CH3:3][CH:2]([O:4][C:5]1[CH:6]=[C:7]([O:11][C:12]2[N:13]=[CH:14][C:15]([NH2:18])=[CH:16][CH:17]=2)[CH:8]=[CH:9][CH:10]=1)[CH3:1]. The catalyst class is: 19.